This data is from Catalyst prediction with 721,799 reactions and 888 catalyst types from USPTO. The task is: Predict which catalyst facilitates the given reaction. Product: [Cl:1][C:2]1[C:3]([O:17][CH3:18])=[CH:4][CH:5]=[C:6]2[C:11]=1[N:10]=[C:9]([C:12]([OH:14])=[O:13])[CH:8]=[C:7]2[OH:16]. Reactant: [Cl:1][C:2]1[C:3]([O:17][CH3:18])=[CH:4][CH:5]=[C:6]2[C:11]=1[N:10]=[C:9]([C:12]([O:14]C)=[O:13])[CH:8]=[C:7]2[OH:16].CO.C1COCC1.[Li+].[OH-]. The catalyst class is: 6.